Dataset: Catalyst prediction with 721,799 reactions and 888 catalyst types from USPTO. Task: Predict which catalyst facilitates the given reaction. (1) Reactant: [Cl:1][C:2]1[CH:7]=[CH:6][C:5]([NH:8][C:9]([NH:11][C:12]2[CH:17]=[CH:16][C:15]([O:18][CH2:19][CH2:20][N:21]3[CH2:25][CH2:24][CH2:23][CH2:22]3)=[C:14]([C:26]3[N:27]([CH3:31])[N:28]=[CH:29][CH:30]=3)[CH:13]=2)=[O:10])=[CH:4][CH:3]=1.[Cl:32]N1C(=O)CCC1=O. Product: [Cl:32][C:30]1[CH:29]=[N:28][N:27]([CH3:31])[C:26]=1[C:14]1[CH:13]=[C:12]([NH:11][C:9]([NH:8][C:5]2[CH:6]=[CH:7][C:2]([Cl:1])=[CH:3][CH:4]=2)=[O:10])[CH:17]=[CH:16][C:15]=1[O:18][CH2:19][CH2:20][N:21]1[CH2:25][CH2:24][CH2:23][CH2:22]1. The catalyst class is: 5. (2) Reactant: [BH4-].[Na+].[CH2:3]([O:5][C:6](=[O:28])[C:7]([C:9]1[C:18]([O:19][CH2:20][C:21]2[CH:26]=[CH:25][CH:24]=[CH:23][CH:22]=2)=[C:17]([Cl:27])[CH:16]=[C:15]2[C:10]=1[CH:11]=[CH:12][CH:13]=[N:14]2)=[O:8])[CH3:4]. Product: [CH2:3]([O:5][C:6](=[O:28])[CH:7]([C:9]1[C:18]([O:19][CH2:20][C:21]2[CH:26]=[CH:25][CH:24]=[CH:23][CH:22]=2)=[C:17]([Cl:27])[CH:16]=[C:15]2[C:10]=1[CH:11]=[CH:12][CH:13]=[N:14]2)[OH:8])[CH3:4]. The catalyst class is: 8. (3) The catalyst class is: 12. Product: [CH3:9][O:10][C:11]1[CH:16]=[CH:15][C:14]([B:26]2[O:8][C:5]([CH3:7])([CH3:6])[C:2]([CH3:4])([CH3:3])[O:1]2)=[CH:13][C:12]=1[OH:18]. Reactant: [OH:1][C:2]([C:5]([OH:8])([CH3:7])[CH3:6])([CH3:4])[CH3:3].[CH3:9][O:10][C:11]1[CH:16]=[CH:15][C:14](Br)=[CH:13][C:12]=1[OH:18].CCN(CC)CC.[B:26]([O-])([O-])[O-]. (4) Reactant: [C:1]([O:4][C:5]1[CH:13]=[CH:12][C:8]([C:9](O)=[O:10])=[CH:7][CH:6]=1)(=[O:3])[CH3:2].C(Cl)(=O)C([Cl:17])=O.CN(C=O)C. Product: [C:1]([O:4][C:5]1[CH:13]=[CH:12][C:8]([C:9]([Cl:17])=[O:10])=[CH:7][CH:6]=1)(=[O:3])[CH3:2]. The catalyst class is: 2. (5) Product: [Br:16][C:7]1[C:6]([C:10]2[CH:15]=[CH:14][CH:13]=[CH:12][CH:11]=2)=[C:5]([CH2:4][CH2:3][O:2][CH3:1])[NH:9][N:8]=1. Reactant: [CH3:1][O:2][CH2:3][CH2:4][C:5]1[NH:9][N:8]=[CH:7][C:6]=1[C:10]1[CH:15]=[CH:14][CH:13]=[CH:12][CH:11]=1.[Br:16]N1C(=O)CCC1=O. The catalyst class is: 5. (6) Reactant: [O:1]([C:8]1[CH:9]=[C:10]([CH:25]=[CH:26][CH:27]=1)[CH2:11][NH:12][C:13]1[CH:18]=[CH:17][C:16]([C@@H:19]2[CH2:21][C@H:20]2[C:22](O)=[O:23])=[CH:15][CH:14]=1)[C:2]1[CH:7]=[CH:6][CH:5]=[CH:4][CH:3]=1.CN(C(ON1N=NC2C=CC=NC1=2)=[N+](C)C)C.F[P-](F)(F)(F)(F)F.[NH2:52][CH2:53][C:54]1[CH:59]=[CH:58][N:57]=[CH:56][CH:55]=1. Product: [C:2]1([O:1][C:8]2[CH:9]=[C:10]([CH2:11][NH:12][C:13]3[CH:18]=[CH:17][C:16]([C@@H:19]4[CH2:21][C@H:20]4[C:22]([NH:52][CH2:53][C:54]4[CH:59]=[CH:58][N:57]=[CH:56][CH:55]=4)=[O:23])=[CH:15][CH:14]=3)[CH:25]=[CH:26][CH:27]=2)[CH:7]=[CH:6][CH:5]=[CH:4][CH:3]=1. The catalyst class is: 139.